This data is from Reaction yield outcomes from USPTO patents with 853,638 reactions. The task is: Predict the reaction yield, written as a fraction of the theoretical maximum amount of product (1.0 means a 100% yield; for example, 0.34 means a 34% yield). (1) The reactants are [NH2:1][CH:2]([C:12]1[C:13]([O:23][CH2:24][CH3:25])=[C:14]([C:20](=[O:22])[CH3:21])[CH:15]=[C:16]([Cl:19])[C:17]=1[F:18])[CH2:3][O:4][Si:5]([C:8]([CH3:11])([CH3:10])[CH3:9])([CH3:7])[CH3:6].[C:26]([O:30][C:31](O[C:31]([O:30][C:26]([CH3:29])([CH3:28])[CH3:27])=[O:32])=[O:32])([CH3:29])([CH3:28])[CH3:27].C(N(CC)C(C)C)(C)C. The catalyst is O1CCCC1.[Cl-].[Na+].O. The product is [C:20]([C:14]1[C:13]([O:23][CH2:24][CH3:25])=[C:12]([CH:2]([NH:1][C:31](=[O:32])[O:30][C:26]([CH3:29])([CH3:28])[CH3:27])[CH2:3][O:4][Si:5]([C:8]([CH3:11])([CH3:10])[CH3:9])([CH3:7])[CH3:6])[C:17]([F:18])=[C:16]([Cl:19])[CH:15]=1)(=[O:22])[CH3:21]. The yield is 0.600. (2) The reactants are [CH3:1][N:2]([CH3:18])[CH:3]1[CH2:8][CH2:7][N:6]([C:9]2[CH:14]=[CH:13][C:12]([N+:15]([O-])=O)=[CH:11][CH:10]=2)[CH2:5][CH2:4]1. The catalyst is CO.O.[Pd]. The product is [NH2:15][C:12]1[CH:13]=[CH:14][C:9]([N:6]2[CH2:5][CH2:4][CH:3]([N:2]([CH3:18])[CH3:1])[CH2:8][CH2:7]2)=[CH:10][CH:11]=1. The yield is 0.990. (3) The reactants are [CH3:1][C:2]1[O:6][N:5]=[C:4]([C:7]2[CH:12]=[CH:11][N:10]=[CH:9][CH:8]=2)[C:3]=1[CH2:13][O:14][C:15]1[CH:23]=[CH:22][C:18]([C:19]([OH:21])=O)=[CH:17][N:16]=1.COC(=O)C1C=CC(OCC2[C:36]([C:41]3[CH:46]=[CH:45]C=C(F)C=3)=[N:37]OC=2C)=NC=1. No catalyst specified. The product is [CH:41]1([CH2:36][NH:37][C:19](=[O:21])[C:18]2[CH:22]=[CH:23][C:15]([O:14][CH2:13][C:3]3[C:4]([C:7]4[CH:8]=[CH:9][N:10]=[CH:11][CH:12]=4)=[N:5][O:6][C:2]=3[CH3:1])=[N:16][CH:17]=2)[CH2:46][CH2:45]1. The yield is 0.630. (4) The reactants are Cl[C:2]1[CH:11]=[CH:10][N:9]=[C:8]2[C:3]=1[CH:4]=[CH:5][C:6]([C:12]([F:15])([F:14])[F:13])=[N:7]2.[F:16][C:17]1[CH:22]=[CH:21][C:20](B(O)O)=[CH:19][C:18]=1[C:26]1[CH:31]=[CH:30][N:29]=[CH:28][CH:27]=1. No catalyst specified. The product is [F:16][C:17]1[CH:22]=[CH:21][C:20]([C:2]2[CH:11]=[CH:10][N:9]=[C:8]3[C:3]=2[CH:4]=[CH:5][C:6]([C:12]([F:15])([F:14])[F:13])=[N:7]3)=[CH:19][C:18]=1[C:26]1[CH:27]=[CH:28][N:29]=[CH:30][CH:31]=1. The yield is 0.550. (5) The reactants are [OH:1][C:2]1[CH:7]=[CH:6][C:5]([C:8]([CH2:11][C:12]([CH3:15])([CH3:14])[CH3:13])([CH3:10])[CH3:9])=[CH:4][C:3]=1[N:16]1[N:20]=[C:19]2[CH:21]=[CH:22][CH:23]=[CH:24][C:18]2=[N:17]1.[CH2:25]=O.[CH2:27]([NH:31][CH2:32][CH2:33][CH2:34][CH3:35])[CH2:28][CH2:29][CH3:30]. No catalyst specified. The product is [OH:1][C:2]1[C:7]([CH2:25][N:31]([CH2:32][CH2:33][CH2:34][CH3:35])[CH2:27][CH2:28][CH2:29][CH3:30])=[CH:6][C:5]([C:8]([CH2:11][C:12]([CH3:13])([CH3:14])[CH3:15])([CH3:9])[CH3:10])=[CH:4][C:3]=1[N:16]1[N:20]=[C:19]2[CH:21]=[CH:22][CH:23]=[CH:24][C:18]2=[N:17]1. The yield is 0.960. (6) The reactants are [Cl:1][C:2]1[CH:3]=[C:4]([C:8]2[CH:13]=[C:12]([O:14][CH3:15])[CH:11]=[C:10]([F:16])[CH:9]=2)[CH:5]=[CH:6][CH:7]=1.C([Li])CCC.[B:22](OC(C)C)([O:27]C(C)C)[O:23]C(C)C. The catalyst is C1COCC1. The product is [Cl:1][C:2]1[CH:3]=[C:4]([C:8]2[CH:13]=[C:12]([O:14][CH3:15])[C:11]([B:22]([OH:27])[OH:23])=[C:10]([F:16])[CH:9]=2)[CH:5]=[CH:6][CH:7]=1. The yield is 0.242. (7) The reactants are [CH3:1][CH:2]1[N:7]([C:8]2[CH:17]=[CH:16][CH:15]=[C:14]3[C:9]=2[CH:10]=[CH:11][C:12]([CH3:18])=[N:13]3)[CH2:6][CH2:5][N:4]([CH2:19][CH2:20][C:21]2[CH:22]=[CH:23][C:24]3[O:29][CH2:28][C:27](=[O:30])[NH:26][C:25]=3[CH:31]=2)[CH2:3]1.[CH3:32]I. No catalyst specified. The product is [CH3:32][N:26]1[C:25]2[CH:31]=[C:21]([CH2:20][CH2:19][N:4]3[CH2:5][CH2:6][N:7]([C:8]4[CH:17]=[CH:16][CH:15]=[C:14]5[C:9]=4[CH:10]=[CH:11][C:12]([CH3:18])=[N:13]5)[CH:2]([CH3:1])[CH2:3]3)[CH:22]=[CH:23][C:24]=2[O:29][CH2:28][C:27]1=[O:30]. The yield is 0.420. (8) The reactants are Cl[C:2]1[C:11]2[C:6](=[CH:7][C:8]([F:12])=[CH:9][CH:10]=2)[N:5]=[CH:4][N:3]=1.[C:13]([O:17][C:18](=[O:25])[NH:19][CH:20]1[CH2:24][CH2:23][NH:22][CH2:21]1)([CH3:16])([CH3:15])[CH3:14].CCN(C(C)C)C(C)C. The catalyst is CS(C)=O.O. The product is [C:13]([O:17][C:18](=[O:25])[NH:19][CH:20]1[CH2:24][CH2:23][N:22]([C:2]2[C:11]3[C:6](=[CH:7][C:8]([F:12])=[CH:9][CH:10]=3)[N:5]=[CH:4][N:3]=2)[CH2:21]1)([CH3:16])([CH3:14])[CH3:15]. The yield is 0.390. (9) The reactants are [O:1]1[C:5]2([CH2:10][CH2:9][CH:8]([C:11]#[N:12])[CH2:7][CH2:6]2)OCC1.[CH3:13][Si]([N-][Si](C)(C)C)(C)C.[Li+].IC.Cl.[OH-].[Na+]. The catalyst is C1COCC1.CC(C)=O. The product is [CH3:13][C:8]1([C:11]#[N:12])[CH2:7][CH2:6][C:5](=[O:1])[CH2:10][CH2:9]1. The yield is 0.560.